This data is from Peptide-MHC class I binding affinity with 185,985 pairs from IEDB/IMGT. The task is: Regression. Given a peptide amino acid sequence and an MHC pseudo amino acid sequence, predict their binding affinity value. This is MHC class I binding data. The peptide sequence is ETESATLFT. The MHC is HLA-A26:01 with pseudo-sequence HLA-A26:01. The binding affinity (normalized) is 0.0847.